Dataset: Catalyst prediction with 721,799 reactions and 888 catalyst types from USPTO. Task: Predict which catalyst facilitates the given reaction. Reactant: [C:1](O)(=[O:5])[C:2]([CH3:4])=[CH2:3].[C:7]([C:11]1[CH:16]=[CH:15][CH:14]=[CH:13][C:12]=1[O:17][CH2:18][CH:19]([CH3:21])[CH3:20])([CH3:10])([CH3:9])[CH3:8].CS(O)(=O)=O.O=P12OP3(OP(OP(O3)(O1)=O)(=O)O2)=O. Product: [CH2:18]([O:17][C:12]1[CH:13]=[C:14]2[C:15](=[CH:16][C:11]=1[C:7]([CH3:10])([CH3:9])[CH3:8])[C:1](=[O:5])[CH:2]([CH3:4])[CH2:3]2)[CH:19]([CH3:21])[CH3:20]. The catalyst class is: 6.